From a dataset of Reaction yield outcomes from USPTO patents with 853,638 reactions. Predict the reaction yield, written as a fraction of the theoretical maximum amount of product (1.0 means a 100% yield; for example, 0.34 means a 34% yield). (1) The reactants are OC1C(C(C2C=CC=CC=2)(C)C)=NC2C([C:11]=1[C:12]([OH:14])=[O:13])=CC=C1CCCCC=21.[F:28][C:29]([F:42])([F:41])[C:30]1[CH:31]=[CH:32][CH:33]=[C:34]2[C:38]=1[NH:37][C:36](=O)[C:35]2=[O:40].OCC(=O)[CH:46]([CH3:54])[CH2:47][C:48]1[CH:53]=[CH:52][CH:51]=[CH:50][CH:49]=1. No catalyst specified. The product is [OH:40][C:35]1[C:36]([CH:46]([CH3:54])[CH2:47][C:48]2[CH:49]=[CH:50][CH:51]=[CH:52][CH:53]=2)=[N:37][C:38]2[C:34]([C:11]=1[C:12]([OH:14])=[O:13])=[CH:33][CH:32]=[CH:31][C:30]=2[C:29]([F:28])([F:41])[F:42]. The yield is 0.196. (2) The reactants are [NH2:1][C@:2]([CH3:13])([CH2:5][CH2:6][C:7]1[N:8]([CH3:12])[CH:9]=[CH:10][CH:11]=1)[CH2:3][OH:4].[OH-:14].[Na+].C(N([CH2:21][CH3:22])CC)C.[C:23](OC(=O)C)(=[O:25])[CH3:24]. The catalyst is C(Cl)Cl.O.CN(C)C1C=CN=CC=1.CO. The product is [C:23]([O:4][CH2:3][C@@:2]([NH:1][C:21](=[O:14])[CH3:22])([CH3:13])[CH2:5][CH2:6][C:7]1[N:8]([CH3:12])[CH:9]=[CH:10][CH:11]=1)(=[O:25])[CH3:24]. The yield is 1.00. (3) The reactants are [Br:1][C:2]1[C:15]2[C:6](=[C:7]3[C:12](=[C:13]([NH2:16])[N:14]=2)[CH:11]=[CH:10][CH:9]=[CH:8]3)[CH:5]=[CH:4][CH:3]=1.C(=O)(O)[O-].[Na+].Cl[CH2:23][CH:24]=O. The catalyst is CC(O)C. The product is [Br:1][C:2]1[C:15]2[N:14]3[CH:23]=[CH:24][N:16]=[C:13]3[C:12]3[CH:11]=[CH:10][CH:9]=[CH:8][C:7]=3[C:6]=2[CH:5]=[CH:4][CH:3]=1. The yield is 0.620.